This data is from Reaction yield outcomes from USPTO patents with 853,638 reactions. The task is: Predict the reaction yield, written as a fraction of the theoretical maximum amount of product (1.0 means a 100% yield; for example, 0.34 means a 34% yield). The reactants are [CH2:1]([C:5]1[CH:6]=[C:7]2[C:12](=[C:13]([O:15][CH:16]3[CH2:21][CH2:20][NH:19][CH2:18][CH2:17]3)[CH:14]=1)[N:11]=[CH:10][CH:9]=[CH:8]2)[CH2:2][CH2:3][CH3:4].[I-].[Na+].[C:24](=O)([OH:26])[O-:25].[Na+].[CH3:29][C:30]([S:33]([CH2:36][CH2:37][CH2:38][CH2:39]Br)(=[O:35])=[O:34])([CH3:32])[CH3:31]. The catalyst is CN(C=O)C.CO. The product is [CH:24]([OH:26])=[O:25].[CH2:1]([C:5]1[CH:6]=[C:7]2[C:12](=[C:13]([O:15][CH:16]3[CH2:17][CH2:18][N:19]([CH2:39][CH2:38][CH2:37][CH2:36][S:33]([C:30]([CH3:29])([CH3:32])[CH3:31])(=[O:34])=[O:35])[CH2:20][CH2:21]3)[CH:14]=1)[N:11]=[CH:10][CH:9]=[CH:8]2)[CH2:2][CH2:3][CH3:4]. The yield is 0.460.